Dataset: Forward reaction prediction with 1.9M reactions from USPTO patents (1976-2016). Task: Predict the product of the given reaction. (1) Given the reactants C([O:5][C:6](=[O:53])[C:7]([O:10]/[N:11]=[C:12](/[C:40]1[N:41]=[C:42]([NH:45]C(OC(C)(C)C)=O)[S:43][CH:44]=1)\[C:13]([NH:15][C@@H:16]1[C:19](=[O:20])[N:18]([S:21]([OH:24])(=[O:23])=[O:22])[C@@H:17]1[CH2:25][N:26]1[C:30]([CH2:31][NH:32]C(OC(C)(C)C)=O)=[N:29][CH:28]=[N:27]1)=[O:14])([CH3:9])[CH3:8])(C)(C)C.C(O)(C(F)(F)F)=O, predict the reaction product. The product is: [NH2:32][CH2:31][C:30]1[N:26]([CH2:25][C@@H:17]2[C@H:16]([NH:15][C:13](=[O:14])/[C:12](=[N:11]\[O:10][C:7]([CH3:9])([CH3:8])[C:6]([OH:53])=[O:5])/[C:40]3[N:41]=[C:42]([NH2:45])[S:43][CH:44]=3)[C:19](=[O:20])[N:18]2[S:21]([OH:24])(=[O:23])=[O:22])[N:27]=[CH:28][N:29]=1. (2) Given the reactants [Br:1][C:2]1[CH:3]=[C:4]([C:10]2[CH2:14][CH2:13][CH2:12][C:11]=2[C:15]2[CH:16]=[CH:17][C:18]([F:26])=[C:19]([CH:25]=2)[C:20]([O:22]CC)=[O:21])[C:5]([O:8]C)=[N:6][CH:7]=1.Br.C(=O)(O)[O-].[Na+], predict the reaction product. The product is: [Br:1][C:2]1[CH:3]=[C:4]([C:10]2[CH2:14][CH2:13][CH2:12][C:11]=2[C:15]2[CH:16]=[CH:17][C:18]([F:26])=[C:19]([CH:25]=2)[C:20]([OH:22])=[O:21])[C:5](=[O:8])[NH:6][CH:7]=1. (3) Given the reactants [O:1]=[O+][O-].[CH2:4]([O:11][C:12]1[C:17]([CH2:18][N:19]2[CH2:28][CH2:27][C:26]3[C:21](=[C:22]([Cl:36])[C:23](/[C:30](=[CH:33]/[CH2:34]C)/CC)=[CH:24][C:25]=3[Cl:29])[C:20]2=[O:37])=[C:16]([CH3:38])[CH:15]=[C:14]([CH3:39])[N:13]=1)[C:5]1[CH:10]=[CH:9][CH:8]=[CH:7][CH:6]=1, predict the reaction product. The product is: [CH2:4]([O:11][C:12]1[C:17]([CH2:18][N:19]2[CH2:28][CH2:27][C:26]3[C:21](=[C:22]([Cl:36])[C:23]([C:30](=[O:1])[CH2:33][CH3:34])=[CH:24][C:25]=3[Cl:29])[C:20]2=[O:37])=[C:16]([CH3:38])[CH:15]=[C:14]([CH3:39])[N:13]=1)[C:5]1[CH:6]=[CH:7][CH:8]=[CH:9][CH:10]=1. (4) Given the reactants Cl[C:2]1[N:7]=[CH:6][C:5]([C:8]2[CH:9]=[N:10][N:11]3[C:16]([C:17]4[CH:18]=[C:19]([NH:23][C:24](=[O:35])[C:25]5[CH:30]=[CH:29][CH:28]=[C:27]([C:31]([F:34])([F:33])[F:32])[CH:26]=5)[CH:20]=[CH:21][CH:22]=4)=[CH:15][CH:14]=[N:13][C:12]=23)=[CH:4][CH:3]=1.CN[N:38]([CH2:41][CH3:42])NC.[N:43]1[CH:48]=CC=C[CH:44]=1, predict the reaction product. The product is: [CH3:44][N:43]([CH3:48])[CH2:42][CH2:41][NH:38][C:2]1[N:7]=[CH:6][C:5]([C:8]2[CH:9]=[N:10][N:11]3[C:16]([C:17]4[CH:18]=[C:19]([NH:23][C:24](=[O:35])[C:25]5[CH:30]=[CH:29][CH:28]=[C:27]([C:31]([F:34])([F:33])[F:32])[CH:26]=5)[CH:20]=[CH:21][CH:22]=4)=[CH:15][CH:14]=[N:13][C:12]=23)=[CH:4][CH:3]=1.